From a dataset of Kinase inhibitor bioactivity data combining Ki, Kd, and IC50 measurements. Regression. Given a target protein amino acid sequence and a drug SMILES string, predict the binding affinity score between them. We predict KIBA score (integrated kinase binding score). Dataset: kiba. (1) The compound is CSc1ccccc1CNc1ncc([N+](=O)[O-])c(NCC2CCC(CN)CC2)n1. The target protein (P42685) has sequence MSNICQRLWEYLEPYLPCLSTEADKSTVIENPGALCSPQSQRHGHYFVALFDYQARTAEDLSFRAGDKLQVLDTLHEGWWFARHLEKRRDGSSQQLQGYIPSNYVAEDRSLQAEPWFFGAIGRSDAEKQLLYSENKTGSFLIRESESQKGEFSLSVLDGAVVKHYRIKRLDEGGFFLTRRRIFSTLNEFVSHYTKTSDGLCVKLGKPCLKIQVPAPFDLSYKTVDQWEIDRNSIQLLKRLGSGQFGEVWEGLWNNTTPVAVKTLKPGSMDPNDFLREAQIMKNLRHPKLIQLYAVCTLEDPIYIITELMRHGSLQEYLQNDTGSKIHLTQQVDMAAQVASGMAYLESRNYIHRDLAARNVLVGEHNIYKVADFGLARVFKVDNEDIYESRHEIKLPVKWTAPEAIRSNKFSIKSDVWSFGILLYEIITYGKMPYSGMTGAQVIQMLAQNYRLPQPSNCPQQFYNIMLECWNAEPKERPTFETLRWKLEDYFETDSSYSDA.... The KIBA score is 11.7. (2) The small molecule is OCCNc1cc2cc(-c3ccccc3)ccc2cn1. The target protein (Q7KZI7) has sequence MSSARTPLPTLNERDTEQPTLGHLDSKPSSKSNMIRGRNSATSADEQPHIGNYRLLKTIGKGNFAKVKLARHILTGKEVAVKIIDKTQLNSSSLQKLFREVRIMKVLNHPNIVKLFEVIETEKTLYLVMEYASGGEVFDYLVAHGRMKEKEARAKFRQIVSAVQYCHQKFIVHRDLKAENLLLDADMNIKIADFGFSNEFTFGNKLDTFCGSPPYAAPELFQGKKYDGPEVDVWSLGVILYTLVSGSLPFDGQNLKELRERVLRGKYRIPFYMSTDCENLLKKFLILNPSKRGTLEQIMKDRWMNVGHEDDELKPYVEPLPDYKDPRRTELMVSMGYTREEIQDSLVGQRYNEVMATYLLLGYKSSELEGDTITLKPRPSADLTNSSAPSPSHKVQRSVSANPKQRRFSDQAAGPAIPTSNSYSKKTQSNNAENKRPEEDRESGRKASSTAKVPASPLPGLERKKTTPTPSTNSVLSTSTNRSRNSPLLERASLGQASIQ.... The KIBA score is 11.2. (3) The drug is Nc1nnc2cncc(Cl)n12. The target protein (Q9UQM7) has sequence MATITCTRFTEEYQLFEELGKGAFSVVRRCVKVLAGQEYAAKIINTKKLSARDHQKLEREARICRLLKHPNIVRLHDSISEEGHHYLIFDLVTGGELFEDIVAREYYSEADASHCIQQILEAVLHCHQMGVVHRDLKPENLLLASKLKGAAVKLADFGLAIEVEGEQQAWFGFAGTPGYLSPEVLRKDPYGKPVDLWACGVILYILLVGYPPFWDEDQHRLYQQIKAGAYDFPSPEWDTVTPEAKDLINKMLTINPSKRITAAEALKHPWISHRSTVASCMHRQETVDCLKKFNARRKLKGAILTTMLATRNFSGGKSGGNKKSDGVKESSESTNTTIEDEDTKVRKQEIIKVTEQLIEAISNGDFESYTKMCDPGMTAFEPEALGNLVEGLDFHRFYFENLWSRNSKPVHTTILNPHIHLMGDESACIAYIRITQYLDAGGIPRTAQSEETRVWHRRDGKWQIVHFHRSGAPSVLPH. The KIBA score is 10.8. (4) The small molecule is NCCCOc1cc2c(c(-c3ccc(Nc4nc5ccc(Cl)cc5o4)cc3)c1)CNC2=O. The target protein (Q13555) has sequence MATTATCTRFTDDYQLFEELGKGAFSVVRRCVKKTSTQEYAAKIINTKKLSARDHQKLEREARICRLLKHPNIVRLHDSISEEGFHYLVFDLVTGGELFEDIVAREYYSEADASHCIHQILESVNHIHQHDIVHRDLKPENLLLASKCKGAAVKLADFGLAIEVQGEQQAWFGFAGTPGYLSPEVLRKDPYGKPVDIWACGVILYILLVGYPPFWDEDQHKLYQQIKAGAYDFPSPEWDTVTPEAKNLINQMLTINPAKRITADQALKHPWVCQRSTVASMMHRQETVECLRKFNARRKLKGAILTTMLVSRNFSAAKSLLNKKSDGGVKKRKSSSSVHLMPQSNNKNSLVSPAQEPAPLQTAMEPQTTVVHNATDGIKGSTESCNTTTEDEDLKARSPEGRSSRDRTAPSAGMQPQPSLCSSAMRKQEIIKITEQLIEAINNGDFEAYTKICDPGLTSFEPEALGNLVEGMDFHKFYFENLLSKNSKPIHTTILNPHVH.... The KIBA score is 11.7. (5) The KIBA score is 11.8. The target protein (Q06418) has sequence MALRRSMGRPGLPPLPLPPPPRLGLLLAALASLLLPESAAAGLKLMGAPVKLTVSQGQPVKLNCSVEGMEEPDIQWVKDGAVVQNLDQLYIPVSEQHWIGFLSLKSVERSDAGRYWCQVEDGGETEISQPVWLTVEGVPFFTVEPKDLAVPPNAPFQLSCEAVGPPEPVTIVWWRGTTKIGGPAPSPSVLNVTGVTQSTMFSCEAHNLKGLASSRTATVHLQALPAAPFNITVTKLSSSNASVAWMPGADGRALLQSCTVQVTQAPGGWEVLAVVVPVPPFTCLLRDLVPATNYSLRVRCANALGPSPYADWVPFQTKGLAPASAPQNLHAIRTDSGLILEWEEVIPEAPLEGPLGPYKLSWVQDNGTQDELTVEGTRANLTGWDPQKDLIVRVCVSNAVGCGPWSQPLVVSSHDRAGQQGPPHSRTSWVPVVLGVLTALVTAAALALILLRKRRKETRFGQAFDSVMARGEPAVHFRAARSFNRERPERIEATLDSLGI.... The small molecule is CSc1c[nH]c2ncnc(NCCCO)c12. (6) The target protein (Q15759) has sequence MSGPRAGFYRQELNKTVWEVPQRLQGLRPVGSGAYGSVCSAYDARLRQKVAVKKLSRPFQSLIHARRTYRELRLLKHLKHENVIGLLDVFTPATSIEDFSEVYLVTTLMGADLNNIVKCQALSDEHVQFLVYQLLRGLKYIHSAGIIHRDLKPSNVAVNEDCELRILDFGLARQADEEMTGYVATRWYRAPEIMLNWMHYNQTVDIWSVGCIMAELLQGKALFPGSDYIDQLKRIMEVVGTPSPEVLAKISSEHARTYIQSLPPMPQKDLSSIFRGANPLAIDLLGRMLVLDSDQRVSAAEALAHAYFSQYHDPEDEPEAEPYDESVEAKERTLEEWKELTYQEVLSFKPPEPPKPPGSLEIEQ. The small molecule is CC(Nc1cc(-c2c(-c3cccc(C(F)(F)F)c3)nc(C3CCNCC3)n2C)ccn1)c1ccccc1. The KIBA score is 15.8. (7) The drug is OCC(CO)Nc1ncnc2[nH]cc(-c3ccccc3)c12. The target protein (P53667) has sequence MRLTLLCCTWREERMGEEGSELPVCASCGQRIYDGQYLQALNADWHADCFRCCDCSASLSHQYYEKDGQLFCKKDYWARYGESCHGCSEQITKGLVMVAGELKYHPECFICLTCGTFIGDGDTYTLVEHSKLYCGHCYYQTVVTPVIEQILPDSPGSHLPHTVTLVSIPASSHGKRGLSVSIDPPHGPPGCGTEHSHTVRVQGVDPGCMSPDVKNSIHVGDRILEINGTPIRNVPLDEIDLLIQETSRLLQLTLEHDPHDTLGHGLGPETSPLSSPAYTPSGEAGSSARQKPVLRSCSIDRSPGAGSLGSPASQRKDLGRSESLRVVCRPHRIFRPSDLIHGEVLGKGCFGQAIKVTHRETGEVMVMKELIRFDEETQRTFLKEVKVMRCLEHPNVLKFIGVLYKDKRLNFITEYIKGGTLRGIIKSMDSQYPWSQRVSFAKDIASGMAYLHSMNIIHRDLNSHNCLVRENKNVVVADFGLARLMVDEKTQPEGLRSLKK.... The KIBA score is 11.8.